This data is from Forward reaction prediction with 1.9M reactions from USPTO patents (1976-2016). The task is: Predict the product of the given reaction. (1) The product is: [NH2:35][C:36]1[CH:44]=[CH:43][C:39]([C:40]([NH:15][C@H:11]2[CH2:12][CH2:13][CH2:14][C@@H:9]([NH:8][C:5]3[N:4]=[C:3]([C:16]4[C:24]5[C:19](=[CH:20][CH:21]=[CH:22][CH:23]=5)[N:18]([S:25]([C:28]5[CH:33]=[CH:32][CH:31]=[CH:30][CH:29]=5)(=[O:27])=[O:26])[CH:17]=4)[C:2]([Cl:1])=[CH:7][N:6]=3)[CH2:10]2)=[O:41])=[CH:38][C:37]=1[F:45]. Given the reactants [Cl:1][C:2]1[C:3]([C:16]2[C:24]3[C:19](=[CH:20][CH:21]=[CH:22][CH:23]=3)[N:18]([S:25]([C:28]3[CH:33]=[CH:32][CH:31]=[CH:30][CH:29]=3)(=[O:27])=[O:26])[CH:17]=2)=[N:4][C:5]([NH:8][C@@H:9]2[CH2:14][CH2:13][CH2:12][C@H:11]([NH2:15])[CH2:10]2)=[N:6][CH:7]=1.Cl.[NH2:35][C:36]1[CH:44]=[CH:43][C:39]([C:40](O)=[O:41])=[CH:38][C:37]=1[F:45].CN(C(ON1N=NC2C=CC=CC1=2)=[N+](C)C)C.F[P-](F)(F)(F)(F)F.CCN(C(C)C)C(C)C, predict the reaction product. (2) The product is: [Br:6][C:7]1[CH:12]=[CH:11][C:10]([C@:13]2([C:32]([F:35])([F:33])[F:34])[C:23]#[C:22][CH2:21][S:20][CH2:19][C@@H:18]([CH:24]([OH:25])[CH3:1])[NH:17][C:16](=[O:26])[C@H:15]([CH2:27][C:28]([F:31])([CH3:30])[CH3:29])[NH:14]2)=[CH:9][CH:8]=1. Given the reactants [CH2:1]1COCC1.[Br:6][C:7]1[CH:12]=[CH:11][C:10]([C@:13]2([C:32]([F:35])([F:34])[F:33])[C:23]#[C:22][CH2:21][S:20][CH2:19][C@@H:18]([CH:24]=[O:25])[NH:17][C:16](=[O:26])[C@H:15]([CH2:27][C:28]([F:31])([CH3:30])[CH3:29])[NH:14]2)=[CH:9][CH:8]=1.C[Mg]Cl.Cl, predict the reaction product. (3) Given the reactants [O:1]=[C:2]([CH2:8][CH3:9])[CH2:3][C:4]([O:6][CH3:7])=[O:5].[Br:10]Br, predict the reaction product. The product is: [Br:10][CH:8]([CH3:9])[C:2](=[O:1])[CH2:3][C:4]([O:6][CH3:7])=[O:5]. (4) Given the reactants [Br:1][C:2]1[CH:7]=[C:6]([O:8][CH3:9])[C:5]([O:10]C(C)C)=[CH:4][C:3]=1[C:14](=[O:16])[CH3:15].[Al+3].[Cl-].[Cl-].[Cl-], predict the reaction product. The product is: [Br:1][C:2]1[CH:7]=[C:6]([O:8][CH3:9])[C:5]([OH:10])=[CH:4][C:3]=1[C:14](=[O:16])[CH3:15]. (5) The product is: [Si:21]([O:28][CH2:29][C@@H:30]1[C@H:34]([CH2:35][CH3:36])[CH2:33][C:32](=[CH:11][C:12]([O:14][CH2:15][CH3:16])=[O:13])[CH2:31]1)([C:24]([CH3:27])([CH3:26])[CH3:25])([CH3:22])[CH3:23]. Given the reactants [H-].[Na+].C(OP([CH2:11][C:12]([O:14][CH2:15][CH3:16])=[O:13])(OCC)=O)C.P(=O)([O-])[O-].[Si:21]([O:28][CH2:29][C@@H:30]1[C@H:34]([CH2:35][CH3:36])[CH2:33][C:32](=O)[CH2:31]1)([C:24]([CH3:27])([CH3:26])[CH3:25])([CH3:23])[CH3:22].[NH4+].[Cl-], predict the reaction product. (6) Given the reactants [F:1][C:2]1[C:3]([CH3:9])=[C:4]([OH:8])[CH:5]=[CH:6][CH:7]=1.[CH2:10]=[O:11].Cl, predict the reaction product. The product is: [F:1][C:2]1[CH:7]=[CH:6][C:5]([CH:10]=[O:11])=[C:4]([OH:8])[C:3]=1[CH3:9].